The task is: Predict the reaction yield, written as a fraction of the theoretical maximum amount of product (1.0 means a 100% yield; for example, 0.34 means a 34% yield).. This data is from Reaction yield outcomes from USPTO patents with 853,638 reactions. (1) The reactants are [CH3:1][C:2]1[C:6]2[C:7](=[O:19])[N:8]([CH2:11][CH2:12][N:13]3[CH2:18][CH2:17][O:16][CH2:15][CH2:14]3)[CH2:9][CH2:10][C:5]=2[NH:4][C:3]=1[CH:20]=O.[F:22][C:23]1[CH:24]=[C:25]2[C:29](=[CH:30][C:31]=1[NH2:32])[NH:28][C:27](=[O:33])[CH2:26]2. No catalyst specified. The product is [NH2:32][C:31]1[CH:30]=[C:29]2[C:25]([C:26](=[CH:20][C:3]3[NH:4][C:5]4[CH2:10][CH2:9][N:8]([CH2:11][CH2:12][N:13]5[CH2:14][CH2:15][O:16][CH2:17][CH2:18]5)[C:7](=[O:19])[C:6]=4[C:2]=3[CH3:1])[C:27](=[O:33])[NH:28]2)=[CH:24][C:23]=1[F:22]. The yield is 0.500. (2) The reactants are Cl([O-])=O.[Na+].S(=O)(=O)(O)N.[CH2:10]([O:17][C:18]1[C:19]([CH:36]=[O:37])=[N:20][CH:21]=[C:22]([C:34]=1[OH:35])[C:23]([NH:25][CH2:26][C:27]1[CH:32]=[CH:31][C:30]([F:33])=[CH:29][CH:28]=1)=[O:24])[C:11]1[CH:16]=[CH:15][CH:14]=[CH:13][CH:12]=1.[OH2:38]. The catalyst is O1CCCC1. The product is [CH2:10]([O:17][C:18]1[C:19]([C:36]([OH:38])=[O:37])=[N:20][CH:21]=[C:22]([C:23](=[O:24])[NH:25][CH2:26][C:27]2[CH:28]=[CH:29][C:30]([F:33])=[CH:31][CH:32]=2)[C:34]=1[OH:35])[C:11]1[CH:16]=[CH:15][CH:14]=[CH:13][CH:12]=1. The yield is 0.900.